From a dataset of Peptide-MHC class II binding affinity with 134,281 pairs from IEDB. Regression. Given a peptide amino acid sequence and an MHC pseudo amino acid sequence, predict their binding affinity value. This is MHC class II binding data. (1) The peptide sequence is RTVTPIRMQGGCGSY. The MHC is HLA-DQA10401-DQB10402 with pseudo-sequence HLA-DQA10401-DQB10402. The binding affinity (normalized) is 0.199. (2) The peptide sequence is EPLQGPFNFRFLTEKGMKNV. The MHC is DRB3_0202 with pseudo-sequence DRB3_0202. The binding affinity (normalized) is 0.431. (3) The peptide sequence is EVISMYSQNGKINMPMSVKT. The MHC is DRB1_0401 with pseudo-sequence DRB1_0401. The binding affinity (normalized) is 0.193. (4) The binding affinity (normalized) is 0.504. The MHC is DRB1_0701 with pseudo-sequence DRB1_0701. The peptide sequence is MHHLVEFEPPHAATI. (5) The peptide sequence is IIAGTPEVHAVKPGA. The MHC is DRB5_0101 with pseudo-sequence DRB5_0101. The binding affinity (normalized) is 0.262. (6) The peptide sequence is MDCIIFESASKARLP. The MHC is DRB1_0701 with pseudo-sequence DRB1_0701. The binding affinity (normalized) is 0.558.